This data is from Reaction yield outcomes from USPTO patents with 853,638 reactions. The task is: Predict the reaction yield, written as a fraction of the theoretical maximum amount of product (1.0 means a 100% yield; for example, 0.34 means a 34% yield). (1) The reactants are [CH2:1]([N:3]([CH:38]1[CH2:43][CH2:42][O:41][CH2:40][CH2:39]1)[C:4]1[C:5]([CH3:37])=[C:6]([CH:22]=[C:23]([C:25]2[CH:26]=[N:27][C:28]([N:31]3[CH2:36][CH2:35][NH:34][CH2:33][CH2:32]3)=[CH:29][CH:30]=2)[CH:24]=1)[C:7]([NH:9][CH2:10][C:11]1[C:12](=[O:21])[NH:13][C:14]([CH3:20])=[CH:15][C:16]=1[CH:17]([CH3:19])[CH3:18])=[O:8])[CH3:2].[CH3:44][N:45]1[CH2:50][CH2:49][C:48](=O)[CH2:47][CH2:46]1.C(O)(=O)C.C(O[BH-](OC(=O)C)OC(=O)C)(=O)C.[Na+]. The catalyst is ClC(Cl)C. The product is [CH2:1]([N:3]([CH:38]1[CH2:43][CH2:42][O:41][CH2:40][CH2:39]1)[C:4]1[C:5]([CH3:37])=[C:6]([CH:22]=[C:23]([C:25]2[CH:26]=[N:27][C:28]([N:31]3[CH2:36][CH2:35][N:34]([CH:48]4[CH2:49][CH2:50][N:45]([CH3:44])[CH2:46][CH2:47]4)[CH2:33][CH2:32]3)=[CH:29][CH:30]=2)[CH:24]=1)[C:7]([NH:9][CH2:10][C:11]1[C:12](=[O:21])[NH:13][C:14]([CH3:20])=[CH:15][C:16]=1[CH:17]([CH3:19])[CH3:18])=[O:8])[CH3:2]. The yield is 0.344. (2) The reactants are [NH2:1][C:2]1[C:3]([CH3:13])=[C:4]([CH:9]=[C:10]([Br:12])[CH:11]=1)[C:5]([O:7][CH3:8])=[O:6].[O:14]1[CH2:19][CH2:18][C:17](=O)[CH2:16][CH2:15]1.C(O)(=O)C.C(O[BH-](OC(=O)C)OC(=O)C)(=O)C.[Na+].C([O-])(O)=O.[Na+]. The catalyst is ClCCCl.O. The product is [Br:12][C:10]1[CH:11]=[C:2]([NH:1][CH:17]2[CH2:18][CH2:19][O:14][CH2:15][CH2:16]2)[C:3]([CH3:13])=[C:4]([CH:9]=1)[C:5]([O:7][CH3:8])=[O:6]. The yield is 0.850. (3) The reactants are Cl.[Br:2][C:3]1[CH:9]=[CH:8][C:6]([NH2:7])=[CH:5][C:4]=1[C:10]([F:13])([F:12])[F:11].Cl[C:15](OC(Cl)(Cl)Cl)=[O:16]. The catalyst is C1(C)C=CC=CC=1. The product is [Br:2][C:3]1[CH:9]=[CH:8][C:6]([N:7]=[C:15]=[O:16])=[CH:5][C:4]=1[C:10]([F:11])([F:12])[F:13]. The yield is 0.860. (4) The reactants are C([O:3][C:4]([C:6]1[C:7]([F:17])=[CH:8][C:9]2[S:14][CH2:13][C:12](=[O:15])[NH:11][C:10]=2[CH:16]=1)=O)C.C(OC(=O)C1C=C([N+]([O-])=O)C(SCC(OCC)=O)=CC=1F)C. The catalyst is C(O)(=O)C.[Fe]. The product is [F:17][C:7]1[C:6]([CH:4]=[O:3])=[CH:16][C:10]2[NH:11][C:12](=[O:15])[CH2:13][S:14][C:9]=2[CH:8]=1. The yield is 0.820. (5) The product is [Cl:13][C:14]1[CH:19]=[CH:18][C:17]([CH2:20][S:21][C:2]2[N:7]=[C:6]([C:8]([OH:10])=[O:9])[CH:5]=[CH:4][C:3]=2[C:11]#[N:12])=[CH:16][CH:15]=1. The yield is 0.820. The reactants are Cl[C:2]1[N:7]=[C:6]([C:8]([OH:10])=[O:9])[CH:5]=[CH:4][C:3]=1[C:11]#[N:12].[Cl:13][C:14]1[CH:19]=[CH:18][C:17]([CH2:20][SH:21])=[CH:16][CH:15]=1. The catalyst is CN(C)C=O. (6) The reactants are [CH3:1][C:2]1([C:8](O)=[O:9])[CH2:7][CH2:6][CH2:5][CH2:4][CH2:3]1.B#B. The catalyst is O1CCCC1. The product is [CH3:1][C:2]1([CH2:8][OH:9])[CH2:7][CH2:6][CH2:5][CH2:4][CH2:3]1. The yield is 0.690. (7) The reactants are [CH2:1]([O:3][C:4]1[CH:13]=[C:12]2[C:7]([C:8]([NH:14][C:15]3[CH:20]=[CH:19][C:18]([O:21][C:22]4[CH:27]=[CH:26][CH:25]=[CH:24][CH:23]=4)=[CH:17][CH:16]=3)=[N:9][CH:10]=[N:11]2)=[CH:6][C:5]=1[N+:28]([O-])=O)[CH3:2].[Cl-].[NH4+]. The catalyst is CO.O.CC(=O)OCC.[Fe]. The product is [CH2:1]([O:3][C:4]1[CH:13]=[C:12]2[C:7]([C:8]([NH:14][C:15]3[CH:16]=[CH:17][C:18]([O:21][C:22]4[CH:23]=[CH:24][CH:25]=[CH:26][CH:27]=4)=[CH:19][CH:20]=3)=[N:9][CH:10]=[N:11]2)=[CH:6][C:5]=1[NH2:28])[CH3:2]. The yield is 0.648.